Dataset: Forward reaction prediction with 1.9M reactions from USPTO patents (1976-2016). Task: Predict the product of the given reaction. (1) Given the reactants C(OC([N:8]1[CH2:13][CH2:12][N:11]([CH2:14][C:15](=[O:27])[NH:16][CH:17]2[CH:24]3[CH2:25][CH:20]4[CH2:21][CH:22]([CH2:26][CH:18]2[CH2:19]4)[CH2:23]3)[CH2:10][CH2:9]1)=O)(C)(C)C.C(O)(C(F)(F)F)=O, predict the reaction product. The product is: [CH:18]12[CH2:26][CH:22]3[CH2:21][CH:20]([CH2:25][CH:24]([CH2:23]3)[CH:17]1[NH:16][C:15](=[O:27])[CH2:14][N:11]1[CH2:12][CH2:13][NH:8][CH2:9][CH2:10]1)[CH2:19]2. (2) The product is: [CH3:14][C:15]([OH:32])([CH3:31])[CH2:16][N:17]1[CH:21]=[C:20]([C:2]2[CH:3]=[CH:4][C:5]3[CH:10]=[N:9][C:8]([S:11][CH3:12])=[N:7][C:6]=3[N:13]=2)[CH:19]=[N:18]1. Given the reactants Cl[C:2]1[CH:3]=[CH:4][C:5]2[CH:10]=[N:9][C:8]([S:11][CH3:12])=[N:7][C:6]=2[N:13]=1.[CH3:14][C:15]([OH:32])([CH3:31])[CH2:16][N:17]1[CH:21]=[C:20](B2OC(C)(C)C(C)(C)O2)[CH:19]=[N:18]1.C([O-])([O-])=O.[Na+].[Na+], predict the reaction product. (3) Given the reactants O=[C:2]1[CH2:6][CH2:5][C@@H:4]([C:7]([O:9][CH2:10][C:11]2[CH:16]=[CH:15][CH:14]=[CH:13][CH:12]=2)=[O:8])[CH2:3]1.[C-:17]#[N:18].[Na+].[C:20](=[O:23])([O-])[O-].[NH4+:24].[NH4+].[OH2:26], predict the reaction product. The product is: [O:26]=[C:17]1[NH:24][C:20](=[O:23])[C:2]2([CH2:6][CH2:5][C@@H:4]([C:7]([O:9][CH2:10][C:11]3[CH:16]=[CH:15][CH:14]=[CH:13][CH:12]=3)=[O:8])[CH2:3]2)[NH:18]1. (4) Given the reactants [CH3:1][O:2][C:3]([C:5]12[CH2:11][C:8](C(O)=O)([CH2:9][CH2:10]1)[CH2:7][CH2:6]2)=[O:4].C1(P([N:29]=[N+]=[N-])(C2C=CC=CC=2)=O)C=CC=CC=1.[C:32]([OH:36])([CH3:35])([CH3:34])[CH3:33].CC[O:39][CH2:40]C, predict the reaction product. The product is: [C:32]([O:36][C:40]([NH:29][C:8]12[CH2:11][C:5]([C:3]([O:2][CH3:1])=[O:4])([CH2:6][CH2:7]1)[CH2:10][CH2:9]2)=[O:39])([CH3:35])([CH3:34])[CH3:33]. (5) Given the reactants [CH3:1][S:2]([NH2:5])(=[O:4])=[O:3].C1(P(C2CCCCC2)C2C=CC=CC=2C2C(C(C)C)=CC(C(C)C)=CC=2C(C)C)CCCCC1.C(=O)([O-])[O-].[Cs+].[Cs+].Cl[C:47]1[CH:52]=[C:51]([O:53][C@@H:54]([C@@H:56]2[CH2:60][O:59][C:58]([CH3:62])([CH3:61])[O:57]2)[CH3:55])[N:50]=[C:49]([S:63][CH2:64][C:65]2[CH:70]=[CH:69][CH:68]=[C:67]([F:71])[C:66]=2[F:72])[N:48]=1, predict the reaction product. The product is: [F:72][C:66]1[C:67]([F:71])=[CH:68][CH:69]=[CH:70][C:65]=1[CH2:64][S:63][C:49]1[N:48]=[C:47]([CH2:1][S:2]([NH2:5])(=[O:4])=[O:3])[CH:52]=[C:51]([O:53][C@@H:54]([C@@H:56]2[CH2:60][O:59][C:58]([CH3:61])([CH3:62])[O:57]2)[CH3:55])[N:50]=1. (6) Given the reactants [F:1][C:2]1[CH:3]=[C:4]([NH:9][C:10]2[CH:15]=[CH:14][CH:13]=[CH:12][CH:11]=2)[C:5]([NH2:8])=[CH:6][CH:7]=1.[C:16]([O:20][C:21]([NH:23][C@@H:24]([CH2:28][CH3:29])[C:25](O)=O)=[O:22])([CH3:19])([CH3:18])[CH3:17].C1C=NC2N(O)N=NC=2C=1.CN1CCOCC1.Cl.CN(C)CCCN=C=NCC, predict the reaction product. The product is: [C:16]([O:20][C:21](=[O:22])[NH:23][C@H:24]([C:25]1[N:9]([C:10]2[CH:15]=[CH:14][CH:13]=[CH:12][CH:11]=2)[C:4]2[CH:3]=[C:2]([F:1])[CH:7]=[CH:6][C:5]=2[N:8]=1)[CH2:28][CH3:29])([CH3:19])([CH3:18])[CH3:17].